This data is from Catalyst prediction with 721,799 reactions and 888 catalyst types from USPTO. The task is: Predict which catalyst facilitates the given reaction. (1) Reactant: [Si:1]([O:8][CH2:9][C@@H:10]([NH:26][C:27]1[C:36]2[C:31](=[CH:32][CH:33]=[CH:34][CH:35]=2)[N:30]=[CH:29][C:28]=1[NH2:37])[CH2:11][C:12]1[CH:17]=[CH:16][C:15]([O:18][Si:19]([C:22]([CH3:25])([CH3:24])[CH3:23])([CH3:21])[CH3:20])=[CH:14][CH:13]=1)([C:4]([CH3:7])([CH3:6])[CH3:5])([CH3:3])[CH3:2].Cl.[Cl:39][CH2:40][C:41](=N)OCC.C([O-])(O)=O.[Na+]. Product: [Si:1]([O:8][CH2:9][C@@H:10]([N:26]1[C:27]2[C:36]3[CH:35]=[CH:34][CH:33]=[CH:32][C:31]=3[N:30]=[CH:29][C:28]=2[N:37]=[C:41]1[CH2:40][Cl:39])[CH2:11][C:12]1[CH:13]=[CH:14][C:15]([O:18][Si:19]([C:22]([CH3:25])([CH3:24])[CH3:23])([CH3:21])[CH3:20])=[CH:16][CH:17]=1)([C:4]([CH3:5])([CH3:6])[CH3:7])([CH3:3])[CH3:2]. The catalyst class is: 26. (2) Product: [NH2:1][C:4]1[CH:5]=[C:6]([C:14]2[CH:15]=[CH:16][C:17]([NH:20][S:21]([CH3:24])(=[O:23])=[O:22])=[CH:18][CH:19]=2)[CH:7]=[CH:8][C:9]=1[C:10]([F:13])([F:11])[F:12]. The catalyst class is: 183. Reactant: [N+:1]([C:4]1[CH:5]=[C:6]([C:14]2[CH:19]=[CH:18][C:17]([NH:20][S:21]([CH3:24])(=[O:23])=[O:22])=[CH:16][CH:15]=2)[CH:7]=[CH:8][C:9]=1[C:10]([F:13])([F:12])[F:11])([O-])=O. (3) Reactant: [Cl:1][C:2]1[NH:7][C:6]([N:12]2[CH2:17][CH2:16][CH:15]([NH:18][C:19]([C:21]3[NH:22][C:23]([CH3:28])=[C:24]([Cl:27])[C:25]=3[Cl:26])=[O:20])[CH2:14][CH2:13]2)(C(OC)=O)[CH:5]=[CH:4][N:3]=1.[N:29]1([CH2:35][CH2:36][NH2:37])[CH2:34][CH2:33][O:32][CH2:31][CH2:30]1.CN([CH:41]=[O:42])C. Product: [Cl:1][C:2]1[N:3]=[C:4]([C:41]([NH:37][CH2:36][CH2:35][N:29]2[CH2:34][CH2:33][O:32][CH2:31][CH2:30]2)=[O:42])[CH:5]=[C:6]([N:12]2[CH2:17][CH2:16][CH:15]([NH:18][C:19]([C:21]3[NH:22][C:23]([CH3:28])=[C:24]([Cl:27])[C:25]=3[Cl:26])=[O:20])[CH2:14][CH2:13]2)[N:7]=1. The catalyst class is: 161. (4) Reactant: [F:1][C:2]1[CH:28]=[CH:27][C:5]([CH2:6][NH:7][C:8]([C:10]2[C:19]([OH:20])=[C:18]3[C:13]([CH:14]=[CH:15][CH:16]=[N:17]3)=[C:12](/[CH:21]=[CH:22]/[C:23]([O:25]C)=O)[N:11]=2)=[O:9])=[CH:4][CH:3]=1.[NH2:29][CH2:30][CH2:31][SH:32].O. Product: [F:1][C:2]1[CH:28]=[CH:27][C:5]([CH2:6][NH:7][C:8]([C:10]2[C:19]([OH:20])=[C:18]3[C:13]([CH:14]=[CH:15][CH:16]=[N:17]3)=[C:12]([CH:21]3[S:32][CH2:31][CH2:30][NH:29][C:23](=[O:25])[CH2:22]3)[N:11]=2)=[O:9])=[CH:4][CH:3]=1. The catalyst class is: 3. (5) Reactant: [C:1]([NH:9][C:10]1[CH:15]=[CH:14][NH:13][C:12](=[O:16])[N:11]=1)(=[O:8])[C:2]1[CH:7]=[CH:6][CH:5]=[CH:4][CH:3]=1.[H-].[Na+].Br[CH2:20][C:21]([O:23][CH2:24][CH3:25])=[O:22].CO. Product: [CH2:24]([O:23][C:21]([CH2:20][N:13]1[CH:14]=[CH:15][C:10]([NH:9][C:1](=[O:8])[C:2]2[CH:7]=[CH:6][CH:5]=[CH:4][CH:3]=2)=[N:11][C:12]1=[O:16])=[O:22])[CH3:25]. The catalyst class is: 85.